This data is from Forward reaction prediction with 1.9M reactions from USPTO patents (1976-2016). The task is: Predict the product of the given reaction. (1) Given the reactants [F:1][C:2]1[CH:3]=[C:4]([CH:30]=[C:31](F)[CH:32]=1)[C:5]([NH:7][C:8]1[CH:9]=[CH:10][C:11]([CH3:29])=[C:12]([NH:14][C:15](=[O:28])[C:16]2[CH:21]=[CH:20][C:19]([CH2:22][N:23]([CH2:26][CH3:27])[CH2:24][CH3:25])=[CH:18][CH:17]=2)[CH:13]=1)=[O:6].[NH:34]1[CH2:39][CH2:38][O:37][CH2:36][CH2:35]1, predict the reaction product. The product is: [F:1][C:2]1[CH:3]=[C:4]([CH:30]=[C:31]([N:34]2[CH2:39][CH2:38][O:37][CH2:36][CH2:35]2)[CH:32]=1)[C:5]([NH:7][C:8]1[CH:9]=[CH:10][C:11]([CH3:29])=[C:12]([NH:14][C:15](=[O:28])[C:16]2[CH:17]=[CH:18][C:19]([CH2:22][N:23]([CH2:26][CH3:27])[CH2:24][CH3:25])=[CH:20][CH:21]=2)[CH:13]=1)=[O:6]. (2) Given the reactants [C:1]([C:5]1[CH:6]=[C:7]([Cl:22])[CH:8]=[C:9]2[C:14]=1[O:13][CH:12]([C:15]([F:18])([F:17])[F:16])[C:11]([C:19]([OH:21])=[O:20])=[CH:10]2)#[C:2][CH2:3][CH3:4].[OH-].[Na+:24], predict the reaction product. The product is: [C:1]([C:5]1[CH:6]=[C:7]([Cl:22])[CH:8]=[C:9]2[C:14]=1[O:13][C@H:12]([C:15]([F:16])([F:17])[F:18])[C:11]([C:19]([O-:21])=[O:20])=[CH:10]2)#[C:2][CH2:3][CH3:4].[Na+:24]. (3) Given the reactants [C:1]([O:20]CCCC)(=[O:19])[CH2:2][CH2:3][CH2:4][CH2:5][CH2:6][CH2:7][CH2:8][CH2:9][CH2:10][CH2:11][CH2:12][CH2:13][CH2:14][CH2:15][CH2:16][CH2:17][CH3:18].C(O)(=O)CCCCCCCCCCCCCCCCC.CS(OCCCC)(=O)=O.[OH-].[K+:55], predict the reaction product. The product is: [C:1]([O-:20])(=[O:19])[CH2:2][CH2:3][CH2:4][CH2:5][CH2:6][CH2:7][CH2:8][CH2:9][CH2:10][CH2:11][CH2:12][CH2:13][CH2:14][CH2:15][CH2:16][CH2:17][CH3:18].[K+:55]. (4) Given the reactants [CH3:1][C:2]1[CH:7]=[C:6]([C:8]2[C:13]([CH3:14])=[CH:12][C:11]([CH:15]=O)=[CH:10][N:9]=2)[CH:5]=[CH:4][N:3]=1.[OH:17][NH2:18].CC([O-])=O.[Na+].C(OC(C)C)(=O)C, predict the reaction product. The product is: [CH3:1][C:2]1[CH:7]=[C:6]([C:8]2[C:13]([CH3:14])=[CH:12][C:11]([CH:15]=[N:18][OH:17])=[CH:10][N:9]=2)[CH:5]=[CH:4][N:3]=1. (5) Given the reactants Cl[C:2]1[N:7]=[C:6]([N:8]2[CH2:13][CH2:12][O:11][CH2:10][CH2:9]2)[N:5]=[C:4]([N:14]2[CH2:19][CH2:18][O:17][CH2:16][CH2:15]2)[N:3]=1.[CH3:20][NH:21][C:22]([NH:24][C:25]1[CH:30]=[CH:29][C:28](B2OC(C)(C)C(C)(C)O2)=[CH:27][CH:26]=1)=[O:23], predict the reaction product. The product is: [N:14]1([C:4]2[N:5]=[C:6]([N:8]3[CH2:13][CH2:12][O:11][CH2:10][CH2:9]3)[N:7]=[C:2]([C:28]3[CH:27]=[CH:26][C:25]([NH:24][C:22]([NH:21][CH3:20])=[O:23])=[CH:30][CH:29]=3)[N:3]=2)[CH2:19][CH2:18][O:17][CH2:16][CH2:15]1. (6) Given the reactants [C:1]12([CH2:11][C:12]([OH:14])=O)[CH2:10][CH:5]3[CH2:6][CH:7]([CH2:9][CH:3]([CH2:4]3)[CH2:2]1)[CH2:8]2.CCN=C=NCCCN(C)C.Cl.C(N(CC)CC)C.[CH3:34][NH:35][CH2:36][C:37]1[S:38][CH:39]=[CH:40][CH:41]=1, predict the reaction product. The product is: [C:1]12([CH2:11][C:12]([N:35]([CH3:34])[CH2:36][C:37]3[S:38][CH:39]=[CH:40][CH:41]=3)=[O:14])[CH2:10][CH:5]3[CH2:4][CH:3]([CH2:9][CH:7]([CH2:6]3)[CH2:8]1)[CH2:2]2. (7) Given the reactants [NH2:1][C:2]1[N:7]=[C:6](S(C)=O)[C:5]([C:11]#[N:12])=[C:4]([C:13]2[CH:18]=[CH:17][CH:16]=[CH:15][N:14]=2)[N:3]=1.[CH3:19][C:20]1[C:21]([CH2:27][OH:28])=[N:22][CH:23]=[C:24]([CH3:26])[CH:25]=1.C1CCN2C(=NCCC2)CC1, predict the reaction product. The product is: [NH2:1][C:2]1[N:7]=[C:6]([O:28][CH2:27][C:21]2[C:20]([CH3:19])=[CH:25][C:24]([CH3:26])=[CH:23][N:22]=2)[C:5]([C:11]#[N:12])=[C:4]([C:13]2[CH:18]=[CH:17][CH:16]=[CH:15][N:14]=2)[N:3]=1.